This data is from Forward reaction prediction with 1.9M reactions from USPTO patents (1976-2016). The task is: Predict the product of the given reaction. (1) Given the reactants [Cl:1][C:2]1[C:11]2[C:6](=[CH:7][C:8]([O:14][CH2:15][CH2:16][CH2:17][Cl:18](=O)=O)=[C:9]([O:12][CH3:13])[CH:10]=2)[N:5]=[CH:4][N:3]=1.[NH2:21][C:22]1[CH:26]=[CH:25][N:24]([CH2:27][C:28]([NH:30][C:31]2[CH:36]=[CH:35][CH:34]=[C:33]([F:37])[CH:32]=2)=[O:29])[N:23]=1, predict the reaction product. The product is: [ClH:1].[Cl:18][CH2:17][CH2:16][CH2:15][O:14][C:8]1[CH:7]=[C:6]2[C:11]([CH:2]=[N:3][C:4]([NH:21][C:22]3[CH:26]=[CH:25][N:24]([CH2:27][C:28]([NH:30][C:31]4[CH:36]=[CH:35][CH:34]=[C:33]([F:37])[CH:32]=4)=[O:29])[N:23]=3)=[N:5]2)=[CH:10][C:9]=1[O:12][CH3:13]. (2) Given the reactants [CH2:1]1[O:17][C:16]2[CH:15]=[CH:14][C:5]([CH2:6][N:7]3[CH2:12][CH2:11][C:10](=O)[CH2:9][CH2:8]3)=[CH:4][C:3]=2[O:2]1.Cl.[NH2:19][OH:20], predict the reaction product. The product is: [CH2:1]1[O:17][C:16]2[CH:15]=[CH:14][C:5]([CH2:6][N:7]3[CH2:12][CH2:11][C:10](=[N:19][OH:20])[CH2:9][CH2:8]3)=[CH:4][C:3]=2[O:2]1. (3) Given the reactants [CH2:1]([Mg]Br)[CH2:2][CH3:3].[Cl:6][C:7]1[CH:8]=[CH:9][C:10]([C:29](OC)=[O:30])=[C:11]2[C:15]=1[N:14]=[C:13]1[N:16]([C:20]3[C:25]([CH3:26])=[CH:24][C:23]([Cl:27])=[CH:22][C:21]=3[Cl:28])[CH2:17][CH2:18][CH2:19][N:12]21.O1C[CH2:36][CH2:35][CH2:34]1, predict the reaction product. The product is: [Cl:6][C:7]1[C:15]2[N:14]=[C:13]3[N:16]([C:20]4[C:25]([CH3:26])=[CH:24][C:23]([Cl:27])=[CH:22][C:21]=4[Cl:28])[CH2:17][CH2:18][CH2:19][N:12]3[C:11]=2[C:10]([C:29]([OH:30])([CH2:34][CH2:35][CH3:36])[CH2:1][CH2:2][CH3:3])=[CH:9][CH:8]=1. (4) Given the reactants I[C:2]1[CH2:6][CH2:5][CH:4]([O:7][CH3:8])[CH:3]=1.C([Li])CCC.CCCCCC.C(O[B:24]1[O:28][C:27]([CH3:30])([CH3:29])[C:26]([CH3:32])([CH3:31])[O:25]1)(C)C.Cl, predict the reaction product. The product is: [CH3:8][O:7][CH:4]1[CH2:5][CH2:6][C:2]([B:24]2[O:28][C:27]([CH3:30])([CH3:29])[C:26]([CH3:32])([CH3:31])[O:25]2)=[CH:3]1.